Dataset: Forward reaction prediction with 1.9M reactions from USPTO patents (1976-2016). Task: Predict the product of the given reaction. Given the reactants [F:1][C:2]1[CH:11]=[C:10]2[C:5]([C:6]([C:29]([O:31]CC)=O)=[N:7][C:8]([C:12]3[CH:17]=[CH:16][CH:15]=[C:14]([C:18]#[C:19][C@:20]([OH:28])([C:22]4[O:23][C:24]([CH3:27])=[CH:25][N:26]=4)[CH3:21])[CH:13]=3)=[N:9]2)=[CH:4][CH:3]=1.[NH3:34], predict the reaction product. The product is: [F:1][C:2]1[CH:11]=[C:10]2[C:5]([C:6]([C:29]([NH2:34])=[O:31])=[N:7][C:8]([C:12]3[CH:17]=[CH:16][CH:15]=[C:14]([C:18]#[C:19][C@:20]([OH:28])([C:22]4[O:23][C:24]([CH3:27])=[CH:25][N:26]=4)[CH3:21])[CH:13]=3)=[N:9]2)=[CH:4][CH:3]=1.